Dataset: Reaction yield outcomes from USPTO patents with 853,638 reactions. Task: Predict the reaction yield, written as a fraction of the theoretical maximum amount of product (1.0 means a 100% yield; for example, 0.34 means a 34% yield). (1) The reactants are [CH3:1][C:2]([CH3:7])=[CH:3][C:4](O)=[O:5].[F:8][C:9]([F:19])([F:18])[O:10][C:11]1[CH:12]=[C:13]([OH:17])[CH:14]=[CH:15][CH:16]=1. The catalyst is CS(O)(=O)=O.O=P12OP3(OP(OP(O3)(O1)=O)(=O)O2)=O. The product is [CH3:1][C:2]1([CH3:7])[CH2:3][C:4](=[O:5])[C:14]2[C:13](=[CH:12][C:11]([O:10][C:9]([F:8])([F:18])[F:19])=[CH:16][CH:15]=2)[O:17]1. The yield is 0.320. (2) The reactants are [C:1]1([CH:7]([C:31]2[CH:36]=[CH:35][CH:34]=[CH:33][CH:32]=2)[CH2:8][S:9]([C:11]2[S:12][C:13]3[CH2:23][CH2:22][C:21]4[C:16](=[CH:17][CH:18]=[CH:19][C:20]=4[O:24][CH2:25][C:26]([O:28]CC)=[O:27])[C:14]=3[N:15]=2)=[O:10])[CH:6]=[CH:5][CH:4]=[CH:3][CH:2]=1.[OH-].[Na+]. The catalyst is O1CCCC1.CO. The product is [C:31]1([CH:7]([C:1]2[CH:6]=[CH:5][CH:4]=[CH:3][CH:2]=2)[CH2:8][S:9]([C:11]2[S:12][C:13]3[CH2:23][CH2:22][C:21]4[C:16](=[CH:17][CH:18]=[CH:19][C:20]=4[O:24][CH2:25][C:26]([OH:28])=[O:27])[C:14]=3[N:15]=2)=[O:10])[CH:32]=[CH:33][CH:34]=[CH:35][CH:36]=1. The yield is 0.760.